From a dataset of Catalyst prediction with 721,799 reactions and 888 catalyst types from USPTO. Predict which catalyst facilitates the given reaction. (1) Reactant: [F:1][C:2]1[CH:11]=[CH:10][C:5]([C:6](=[N:8][OH:9])[NH2:7])=[CH:4][CH:3]=1.CC(C)([O-])C.[K+].[C:18]([C:22]1[N:26]2[CH2:27][CH2:28][CH:29]([C:31](OC)=O)[CH2:30][C:25]2=[N:24][N:23]=1)([CH3:21])([CH3:20])[CH3:19].C(=O)(O)[O-].[Na+]. Product: [C:18]([C:22]1[N:26]2[CH2:27][CH2:28][CH:29]([C:31]3[O:9][N:8]=[C:6]([C:5]4[CH:10]=[CH:11][C:2]([F:1])=[CH:3][CH:4]=4)[N:7]=3)[CH2:30][C:25]2=[N:24][N:23]=1)([CH3:21])([CH3:19])[CH3:20]. The catalyst class is: 54. (2) Reactant: [Cl:1][C:2]1[CH:3]=[CH:4][C:5]([O:17][CH2:18][C:19]2[CH:24]=[CH:23][CH:22]=[CH:21][C:20]=2[Cl:25])=[C:6]([CH2:8][C:9]2[N:10]=[C:11]([C:14](N)=[O:15])[S:12][CH:13]=2)[CH:7]=1.[OH-:26].[Na+:27]. Product: [Cl:1][C:2]1[CH:3]=[CH:4][C:5]([O:17][CH2:18][C:19]2[CH:24]=[CH:23][CH:22]=[CH:21][C:20]=2[Cl:25])=[C:6]([CH2:8][C:9]2[N:10]=[C:11]([C:14]([O-:26])=[O:15])[S:12][CH:13]=2)[CH:7]=1.[Na+:27]. The catalyst class is: 40. (3) Reactant: [Cl:1][C:2]1[CH:7]=[CH:6][C:5]([NH:8][C:9](=[NH:27])[CH:10]=[CH:11][C:12]2[CH:17]=[CH:16][C:15]([C:18]3[CH:19]=[C:20]4[C:24](=[CH:25][CH:26]=3)[NH:23][CH:22]=[CH:21]4)=[CH:14][CH:13]=2)=[CH:4][CH:3]=1.[H-].[Na+].I[CH3:31]. Product: [Cl:1][C:2]1[CH:3]=[CH:4][C:5]([NH:8][C:9](=[NH:27])[CH:10]=[CH:11][C:12]2[CH:13]=[CH:14][C:15]([C:18]3[CH:19]=[C:20]4[C:24](=[CH:25][CH:26]=3)[N:23]([CH3:31])[CH:22]=[CH:21]4)=[CH:16][CH:17]=2)=[CH:6][CH:7]=1. The catalyst class is: 3. (4) Reactant: [CH3:1][C:2]1[C:3]([C:13]2[CH:23]=[CH:22][C:16]([O:17][CH2:18][C:19](O)=[O:20])=[CH:15][CH:14]=2)=[N:4][O:5][C:6]=1[C:7]1[CH:12]=[CH:11][CH:10]=[CH:9][CH:8]=1.[O:24]1[CH2:29][CH2:28][CH:27]([CH2:30][NH2:31])[CH2:26][CH2:25]1.C1C=CC2N(O)N=NC=2C=1.CCN=C=NCCCN(C)C.Cl.C(N1CCOCC1)C. Product: [CH3:1][C:2]1[C:3]([C:13]2[CH:14]=[CH:15][C:16]([O:17][CH2:18][C:19]([NH:31][CH2:30][CH:27]3[CH2:28][CH2:29][O:24][CH2:25][CH2:26]3)=[O:20])=[CH:22][CH:23]=2)=[N:4][O:5][C:6]=1[C:7]1[CH:8]=[CH:9][CH:10]=[CH:11][CH:12]=1. The catalyst class is: 3. (5) Reactant: [F:1][C:2]([F:14])([F:13])[C@@H:3]1[CH2:8][CH2:7][CH2:6][CH2:5][C@H:4]1[C:9](OC)=[O:10].[H-].[Al+3].[Li+].[H-].[H-].[H-].Cl. Product: [F:1][C:2]([F:13])([F:14])[C@@H:3]1[CH2:8][CH2:7][CH2:6][CH2:5][C@H:4]1[CH2:9][OH:10]. The catalyst class is: 1. (6) Product: [Cl:1][C:2]1[N:3]=[CH:4][C:5]2[N:11]([CH3:22])[C:10](=[O:12])[CH2:9][CH2:8][N:7]([CH:13]3[CH2:17][CH2:16][CH2:15][CH:14]3[CH3:18])[C:6]=2[N:19]=1. The catalyst class is: 6. Reactant: [Cl:1][C:2]1[N:3]=[CH:4][C:5]2[NH:11][C:10](=[O:12])[CH2:9][CH2:8][N:7]([CH:13]3[CH2:17][CH2:16][CH2:15][CH:14]3[CH3:18])[C:6]=2[N:19]=1.IC.[CH3:22]N(C)C(=O)C.[H-].[Na+].